Dataset: Peptide-MHC class I binding affinity with 185,985 pairs from IEDB/IMGT. Task: Regression. Given a peptide amino acid sequence and an MHC pseudo amino acid sequence, predict their binding affinity value. This is MHC class I binding data. The peptide sequence is AMYDPQTYY. The MHC is HLA-A69:01 with pseudo-sequence HLA-A69:01. The binding affinity (normalized) is 0.0847.